From a dataset of Forward reaction prediction with 1.9M reactions from USPTO patents (1976-2016). Predict the product of the given reaction. Given the reactants [F:1][C:2]1[C:11]2[C:6](=[CH:7][CH:8]=[CH:9][CH:10]=2)[C:5](B(O)O)=[CH:4][CH:3]=1.[CH3:15][C:16]1[NH:17][C:18]([CH3:28])=[CH:19][C:20]=1[C:21]1[CH:26]=[CH:25][CH:24]=[C:23](Br)[N:22]=1.C(=O)([O-])[O-].[Na+].[Na+].C(O)C, predict the reaction product. The product is: [CH3:15][C:16]1[NH:17][C:18]([CH3:28])=[CH:19][C:20]=1[C:21]1[CH:26]=[CH:25][CH:24]=[C:23]([C:5]2[C:6]3[C:11](=[CH:10][CH:9]=[CH:8][CH:7]=3)[C:2]([F:1])=[CH:3][CH:4]=2)[N:22]=1.